This data is from Full USPTO retrosynthesis dataset with 1.9M reactions from patents (1976-2016). The task is: Predict the reactants needed to synthesize the given product. (1) Given the product [C:27]([Si:24]([CH3:26])([CH3:25])[O:23][CH:20]1[CH2:19][CH2:18][CH:17]([C:14]2[CH:13]=[CH:12][C:11]([NH2:10])=[CH:16][CH:15]=2)[CH2:22][CH2:21]1)([CH3:30])([CH3:29])[CH3:28], predict the reactants needed to synthesize it. The reactants are: C(OC(=O)[NH:10][C:11]1[CH:16]=[CH:15][C:14]([C:17]2[CH2:22][CH2:21][CH:20]([O:23][Si:24]([C:27]([CH3:30])([CH3:29])[CH3:28])([CH3:26])[CH3:25])[CH2:19][CH:18]=2)=[CH:13][CH:12]=1)C1C=CC=CC=1. (2) The reactants are: [Cl:1][CH2:2][CH2:3][O:4][C:5]1[CH:10]=[CH:9][C:8](I)=[CH:7][CH:6]=1.[Li]CCCC.[C:17]([Si:21]([CH3:44])([CH3:43])[O:22][C:23]1[N:28]=[CH:27][C:26]([C:29]2[CH:30](O)[O:31][C:32]3[C:37]([C:38]=2[CH3:39])=[CH:36][CH:35]=[C:34]([O:40][CH3:41])[CH:33]=3)=[CH:25][CH:24]=1)([CH3:20])([CH3:19])[CH3:18].Cl. Given the product [C:17]([Si:21]([CH3:44])([CH3:43])[O:22][C:23]1[CH:24]=[CH:25][C:26]([C:29]2[CH:30]([C:8]3[CH:9]=[CH:10][C:5]([O:4][CH2:3][CH2:2][Cl:1])=[CH:6][CH:7]=3)[O:31][C:32]3[C:37]([C:38]=2[CH3:39])=[CH:36][CH:35]=[C:34]([O:40][CH3:41])[CH:33]=3)=[CH:27][N:28]=1)([CH3:20])([CH3:19])[CH3:18], predict the reactants needed to synthesize it.